This data is from Full USPTO retrosynthesis dataset with 1.9M reactions from patents (1976-2016). The task is: Predict the reactants needed to synthesize the given product. (1) Given the product [CH3:1][C:2]1[CH:3]=[C:4]2[C:8](=[CH:9][C:10]=1[CH3:11])[C:7](=[O:12])[N:6]([C:13]1[CH:14]=[N:15][CH:16]=[CH:17][CH:18]=1)[CH:5]2[CH2:19][CH2:20][NH:6][CH2:5][CH2:4][CH3:3], predict the reactants needed to synthesize it. The reactants are: [CH3:1][C:2]1[CH:3]=[C:4]2[C:8](=[CH:9][C:10]=1[CH3:11])[C:7](=[O:12])[N:6]([C:13]1[CH:14]=[N:15][CH:16]=[CH:17][CH:18]=1)[CH:5]2[CH2:19][CH2:20]OS(C)(=O)=O. (2) Given the product [CH:33]([O:36][C:37]1[CH:38]=[C:39]([CH:42]=[CH:43][CH:44]=1)[CH2:40][N:41]1[CH2:12][CH2:11][C:5](=[O:9])[CH2:6][CH:7]1[CH3:8])([CH3:35])[CH3:34], predict the reactants needed to synthesize it. The reactants are: [Al+3].[Cl-].[Cl-].[Cl-].[C:5](Cl)(=[O:9])/[CH:6]=[CH:7]/[CH3:8].[CH:11]([SiH3])=[CH2:12].[Na].C(C(C(C([O-])=O)O)O)([O-])=O.[K+].[K+].C([O-])([O-])=O.[K+].[K+].[CH:33]([O:36][C:37]1[CH:38]=[C:39]([CH:42]=[CH:43][CH:44]=1)[CH2:40][NH2:41])([CH3:35])[CH3:34]. (3) Given the product [ClH:17].[CH2:1]([C:3]1[S:4][C:5]2[C:10]3[CH2:11][CH2:12][N:13]([CH2:18][CH2:19][CH2:20][S:21][C:22]4[N:26]([CH3:27])[C:25]([C:28]5[O:32][CH:31]=[N:30][C:29]=5[CH3:33])=[N:24][N:23]=4)[CH2:14][CH2:15][C:9]=3[CH:8]=[CH:7][C:6]=2[N:16]=1)[CH3:2], predict the reactants needed to synthesize it. The reactants are: [CH2:1]([C:3]1[S:4][C:5]2[C:10]3[CH2:11][CH2:12][NH:13][CH2:14][CH2:15][C:9]=3[CH:8]=[CH:7][C:6]=2[N:16]=1)[CH3:2].[Cl:17][CH2:18][CH2:19][CH2:20][S:21][C:22]1[N:26]([CH3:27])[C:25]([C:28]2[O:32][CH:31]=[N:30][C:29]=2[CH3:33])=[N:24][N:23]=1. (4) Given the product [CH2:18]([C:4]1[NH:1][C:26]([NH2:27])=[N:25][C:5]=1[CH2:6][CH2:7][CH2:8][CH2:9][CH2:10][C:11]1[CH:16]=[CH:15][CH:14]=[CH:13][CH:12]=1)[CH2:19][CH2:20][CH2:21][CH2:22][CH3:23], predict the reactants needed to synthesize it. The reactants are: [N+:1]([CH:4]([CH2:18][CH2:19][CH2:20][CH2:21][CH2:22][CH3:23])[C:5](=O)[CH2:6][CH2:7][CH2:8][CH2:9][CH2:10][C:11]1[CH:16]=[CH:15][CH:14]=[CH:13][CH:12]=1)([O-])=O.Cl.[N:25]#[C:26][NH2:27]. (5) Given the product [CH3:1][N:2]1[CH:6]=[CH:5][C:4]([NH:7][C:8]2[C:13](/[CH:14]=[CH:15]/[C:16]#[N:17])=[CH:12][N:11]=[C:10]([NH:32][C:31]3[CH:30]=[CH:29][C:28]([N:25]4[CH2:24][CH2:23][N:22]([CH3:21])[CH2:27][CH2:26]4)=[CH:34][CH:33]=3)[N:9]=2)=[N:3]1, predict the reactants needed to synthesize it. The reactants are: [CH3:1][N:2]1[CH:6]=[CH:5][C:4]([NH:7][C:8]2[C:13](/[CH:14]=[CH:15]/[C:16]#[N:17])=[CH:12][N:11]=[C:10](S(C)=O)[N:9]=2)=[N:3]1.[CH3:21][N:22]1[CH2:27][CH2:26][N:25]([C:28]2[CH:34]=[CH:33][C:31]([NH2:32])=[CH:30][CH:29]=2)[CH2:24][CH2:23]1. (6) Given the product [Cl:1][C:2]1[C:3]2[C:11]([C:25]#[C:24][C:26]3[CH:31]=[CH:30][CH:29]=[CH:28][N:27]=3)=[CH:10][N:9]([CH2:13][C:14]3[C:19]([CH3:20])=[C:18]([O:21][CH3:22])[C:17]([CH3:23])=[CH:16][N:15]=3)[C:4]=2[N:5]=[C:6]([NH2:8])[N:7]=1, predict the reactants needed to synthesize it. The reactants are: [Cl:1][C:2]1[C:3]2[C:11](I)=[CH:10][N:9]([CH2:13][C:14]3[C:19]([CH3:20])=[C:18]([O:21][CH3:22])[C:17]([CH3:23])=[CH:16][N:15]=3)[C:4]=2[N:5]=[C:6]([NH2:8])[N:7]=1.[C:24]([C:26]1[CH:31]=[CH:30][CH:29]=[CH:28][N:27]=1)#[CH:25]. (7) The reactants are: [CH:1]1[C:10]2[C:5](=[CH:6][CH:7]=[CH:8][CH:9]=2)[CH:4]=[CH:3][C:2]=1[S:11]([NH:14][CH2:15][C:16]([NH:18][CH:19]([CH2:23][NH:24][C:25]([CH:27]1[CH2:32][CH2:31][N:30]([C:33]2[CH:38]=[CH:37][N:36]=[CH:35][CH:34]=2)[CH2:29][CH2:28]1)=[O:26])[C:20](O)=[O:21])=[O:17])(=[O:13])=[O:12].[NH:39]1[CH2:44][CH2:43][O:42][CH2:41][CH2:40]1. Given the product [O:42]1[CH2:43][CH2:44][N:39]([C:20]([CH:19]([NH:18][C:16](=[O:17])[CH2:15][NH:14][S:11]([C:2]2[CH:1]=[CH:10][C:5]3[C:4](=[CH:9][CH:8]=[CH:7][CH:6]=3)[CH:3]=2)(=[O:12])=[O:13])[CH2:23][NH:24][C:25]([CH:27]2[CH2:32][CH2:31][N:30]([C:33]3[CH:34]=[CH:35][N:36]=[CH:37][CH:38]=3)[CH2:29][CH2:28]2)=[O:26])=[O:21])[CH2:40][CH2:41]1, predict the reactants needed to synthesize it. (8) Given the product [F:3][C:4]1[CH:30]=[CH:29][C:7]2[N:8]([C:16]([C:18]3[CH:19]=[CH:20][C:21]4[O:26][CH2:25][C:24](=[O:27])[NH:23][C:22]=4[CH:28]=3)=[O:17])[CH:9]([CH2:12][C:13]([NH:2][CH3:1])=[O:14])[CH2:10][O:11][C:6]=2[CH:5]=1, predict the reactants needed to synthesize it. The reactants are: [CH3:1][NH2:2].[F:3][C:4]1[CH:30]=[CH:29][C:7]2[N:8]([C:16]([C:18]3[CH:19]=[CH:20][C:21]4[O:26][CH2:25][C:24](=[O:27])[NH:23][C:22]=4[CH:28]=3)=[O:17])[CH:9]([CH2:12][C:13](O)=[O:14])[CH2:10][O:11][C:6]=2[CH:5]=1.C(P1(=O)OP(CCC)(=O)OP(CCC)(=O)O1)CC.